This data is from Orexin1 receptor HTS with 218,158 compounds and 233 confirmed actives. The task is: Binary Classification. Given a drug SMILES string, predict its activity (active/inactive) in a high-throughput screening assay against a specified biological target. (1) The drug is O1CCN(CC1)CCOc1nnc(c2c1cccc2)c1ccccc1. The result is 0 (inactive). (2) The molecule is O=C(Cn1nc(nc1)[N+]([O-])=O)c1cc(O)c(O)cc1. The result is 0 (inactive). (3) The molecule is O1c2cc3C(CC(=O)Nc3cc2OCC1)c1cccnc1. The result is 0 (inactive). (4) The compound is S(=O)(=O)(N1CCOCC1)c1ccc(cc1)CCC(OCC(=O)/C(=c1\[nH]c2c([nH]1)cccc2)C#N)=O. The result is 0 (inactive).